This data is from Reaction yield outcomes from USPTO patents with 853,638 reactions. The task is: Predict the reaction yield, written as a fraction of the theoretical maximum amount of product (1.0 means a 100% yield; for example, 0.34 means a 34% yield). (1) The reactants are [O-][CH2:2]C.[Na+].[NH2:5][C:6]1[CH:11]=[C:10]([O:12][CH2:13][C:14]2[CH:19]=[CH:18][CH:17]=[CH:16][CH:15]=2)[C:9]([O:20][CH3:21])=[CH:8][C:7]=1[C:22](=[O:24])[CH3:23].C(OCC)=O.Cl. The catalyst is COCCOC.O. The yield is 0.720. The product is [CH2:13]([O:12][C:10]1[CH:11]=[C:6]2[C:7]([C:22]([OH:24])=[CH:23][CH:2]=[N:5]2)=[CH:8][C:9]=1[O:20][CH3:21])[C:14]1[CH:19]=[CH:18][CH:17]=[CH:16][CH:15]=1. (2) The reactants are Br[CH2:2][CH2:3][C:4]([O:6][CH3:7])=[O:5].[NH:8]1[CH2:13][CH2:12][CH:11]([O:14][C:15](=[O:29])[NH:16][C:17]2[CH:22]=[CH:21][CH:20]=[CH:19][C:18]=2[C:23]2[CH:28]=[CH:27][CH:26]=[CH:25][CH:24]=2)[CH2:10][CH2:9]1.CCN(C(C)C)C(C)C. The catalyst is C(#N)C. The product is [CH3:7][O:6][C:4](=[O:5])[CH2:3][CH2:2][N:8]1[CH2:9][CH2:10][CH:11]([O:14][C:15](=[O:29])[NH:16][C:17]2[CH:22]=[CH:21][CH:20]=[CH:19][C:18]=2[C:23]2[CH:28]=[CH:27][CH:26]=[CH:25][CH:24]=2)[CH2:12][CH2:13]1. The yield is 0.700. (3) The reactants are [H-].[Na+].[Cl:3][C:4]1[CH:9]=[CH:8][C:7]([OH:10])=[CH:6][C:5]=1[F:11].Cl[C:13]1[CH:14]=[CH:15][C:16]([N+:28]([O-:30])=[O:29])=[C:17]([N:19]([CH3:27])[C:20](=[O:26])[O:21][C:22]([CH3:25])([CH3:24])[CH3:23])[CH:18]=1.O. The catalyst is CN(C)C=O.[Cl-].[Na+].O. The product is [Cl:3][C:4]1[CH:9]=[CH:8][C:7]([O:10][C:15]2[C:16]([N+:28]([O-:30])=[O:29])=[C:17]([N:19]([CH3:27])[C:20](=[O:26])[O:21][C:22]([CH3:25])([CH3:24])[CH3:23])[CH:18]=[CH:13][CH:14]=2)=[CH:6][C:5]=1[F:11]. The yield is 1.00. (4) The reactants are C[O:2][C:3]1[CH:18]=[CH:17][C:6]([CH2:7][C:8]2[CH:13]=[CH:12][C:11]([O:14]C)=[CH:10][C:9]=2[CH3:16])=[C:5]([CH3:19])[C:4]=1[CH:20]([CH3:22])[CH3:21].B(Br)(Br)Br. The catalyst is C(Cl)Cl. The product is [OH:2][C:3]1[CH:18]=[CH:17][C:6]([CH2:7][C:8]2[CH:13]=[CH:12][C:11]([OH:14])=[CH:10][C:9]=2[CH3:16])=[C:5]([CH3:19])[C:4]=1[CH:20]([CH3:22])[CH3:21]. The yield is 0.750. (5) The catalyst is O1CCCC1.C(OCC)(=O)C. The reactants are C(OC([NH:8][CH2:9][C:10]1[C:11]([CH2:30][CH:31]([CH3:33])[CH3:32])=[N:12][C:13]2[C:18]([C:19]=1[C:20]1[CH:25]=[CH:24][CH:23]=[CH:22][CH:21]=1)=[CH:17][C:16]([C:26]([O:28][CH3:29])=[O:27])=[CH:15][CH:14]=2)=O)(C)(C)C.[ClH:34]. The yield is 0.900. The product is [ClH:34].[ClH:34].[NH2:8][CH2:9][C:10]1[C:11]([CH2:30][CH:31]([CH3:33])[CH3:32])=[N:12][C:13]2[C:18]([C:19]=1[C:20]1[CH:25]=[CH:24][CH:23]=[CH:22][CH:21]=1)=[CH:17][C:16]([C:26]([O:28][CH3:29])=[O:27])=[CH:15][CH:14]=2. (6) The reactants are [O:1]1[CH2:6][CH2:5][CH2:4][CH2:3][CH:2]1[N:7]1[C:15]2[C:10](=[CH:11][C:12]([C:16]3[N:20]=[CH:19][N:18]([C:21]([C:34]4[CH:39]=[CH:38][CH:37]=[CH:36][CH:35]=4)([C:28]4[CH:33]=[CH:32][CH:31]=[CH:30][CH:29]=4)[C:22]4[CH:27]=[CH:26][CH:25]=[CH:24][CH:23]=4)[N:17]=3)=[CH:13][CH:14]=2)[C:9]([C:40]2[CH:41]=[C:42]([CH:47]=[CH:48][CH:49]=2)[C:43](OC)=[O:44])=[N:8]1.O.[OH-].[Li+].[NH2:53][C@H:54]1[C:62]2[C:57](=[CH:58][CH:59]=[CH:60][CH:61]=2)[CH2:56][CH2:55]1.O.ON1C2C=CC=CC=2N=N1.Cl.CN(C)CCCN=C=NCC. The catalyst is O1CCCC1.O1CCCC1.O. The product is [C@H:54]1([NH:53][C:43]([C:42]2[CH:47]=[CH:48][CH:49]=[C:40]([C:9]3[C:10]4[C:15](=[CH:14][CH:13]=[C:12]([C:16]5[N:20]=[CH:19][N:18]([C:21]([C:28]6[CH:29]=[CH:30][CH:31]=[CH:32][CH:33]=6)([C:34]6[CH:39]=[CH:38][CH:37]=[CH:36][CH:35]=6)[C:22]6[CH:27]=[CH:26][CH:25]=[CH:24][CH:23]=6)[N:17]=5)[CH:11]=4)[N:7]([CH:2]4[CH2:3][CH2:4][CH2:5][CH2:6][O:1]4)[N:8]=3)[CH:41]=2)=[O:44])[C:62]2[C:57](=[CH:58][CH:59]=[CH:60][CH:61]=2)[CH2:56][CH2:55]1. The yield is 0.900. (7) The product is [N:37]1([C:40]2[CH:46]=[CH:45][C:43]([NH:12][C:13]([C:15]3[O:16][C:17]4[C:22]([C:23](=[O:25])[CH:24]=3)=[CH:21][C:20]([O:54][CH3:50])=[CH:19][C:18]=4[N:26]3[CH2:31][CH2:69][CH2:30][N:29]([CH3:32])[CH2:28][CH2:27]3)=[O:14])=[CH:42][CH:41]=2)[CH2:38][CH2:39][O:34][CH2:35][CH2:36]1. The yield is 0.790. The catalyst is CN(C=O)C. The reactants are C(OC1C=CC2SC([NH:12][C:13]([C:15]3[O:16][C:17]4[C:22]([C:23](=[O:25])[CH:24]=3)=[CH:21][CH:20]=[CH:19][C:18]=4[N:26]3[CH2:31][CH2:30][N:29]([CH3:32])[CH2:28][CH2:27]3)=[O:14])=NC=2C=1)C.[O:34]1[CH2:39][CH2:38][N:37]([C:40]2[CH:46]=[CH:45][C:43](N)=[CH:42][CH:41]=2)[CH2:36][CH2:35]1.CN([C:50]([O:54]N1N=NC2C=CC=CC1=2)=[N+](C)C)C.[B-](F)(F)(F)F.[CH:69]1C=CC2N(O)N=NC=2C=1. (8) The reactants are [CH3:1][O:2][C:3](=[O:11])[C:4]1[CH:9]=[CH:8][CH:7]=[CH:6][C:5]=1[SH:10].C([O-])([O-])=O.[K+].[K+].[CH2:18](Br)[CH3:19]. The catalyst is CN(C)C=O. The product is [CH3:1][O:2][C:3](=[O:11])[C:4]1[CH:9]=[CH:8][CH:7]=[CH:6][C:5]=1[S:10][CH2:18][CH3:19]. The yield is 0.950. (9) The reactants are [Br:1]Br.[CH2:3]([O:5][C:6](=[O:17])[CH2:7][C:8](=[O:16])[C:9]1[CH:14]=[CH:13][CH:12]=[CH:11][C:10]=1[CH3:15])[CH3:4]. The catalyst is O1CCOCC1.COC(C)(C)C. The product is [CH2:3]([O:5][C:6](=[O:17])[CH:7]([Br:1])[C:8](=[O:16])[C:9]1[CH:14]=[CH:13][CH:12]=[CH:11][C:10]=1[CH3:15])[CH3:4]. The yield is 0.960.